This data is from Catalyst prediction with 721,799 reactions and 888 catalyst types from USPTO. The task is: Predict which catalyst facilitates the given reaction. (1) Reactant: [C:1]([O:5][C:6](=[O:37])[NH:7][C:8]1[N:13]=[CH:12][C:11]([C:14]2[N:23]=[C:22]([N:24]3[CH2:29][CH2:28][O:27][CH2:26][CH2:25]3)[C:21]3[C:16](=[CH:17][C:18]([C:30]4[CH:35]=[CH:34][CH:33]=[C:32]([NH2:36])[CH:31]=4)=[CH:19][CH:20]=3)[N:15]=2)=[CH:10][N:9]=1)([CH3:4])([CH3:3])[CH3:2].[OH:38][C:39]([CH3:44])([CH3:43])[C:40](O)=[O:41].CN(C=O)C.CN(C(ON1N=NC2C=CC=NC1=2)=[N+](C)C)C.F[P-](F)(F)(F)(F)F. Product: [C:1]([O:5][C:6](=[O:37])[NH:7][C:8]1[N:13]=[CH:12][C:11]([C:14]2[N:23]=[C:22]([N:24]3[CH2:29][CH2:28][O:27][CH2:26][CH2:25]3)[C:21]3[C:16](=[CH:17][C:18]([C:30]4[CH:35]=[CH:34][CH:33]=[C:32]([NH:36][C:40](=[O:41])[C:39]([OH:38])([CH3:44])[CH3:43])[CH:31]=4)=[CH:19][CH:20]=3)[N:15]=2)=[CH:10][N:9]=1)([CH3:4])([CH3:2])[CH3:3]. The catalyst class is: 6. (2) The catalyst class is: 2. Reactant: [CH3:1][C:2]1[C:11]2[C:6](=[CH:7][C:8]([C:12]([F:15])([F:14])[F:13])=[CH:9][CH:10]=2)[C:5](=[O:16])[N:4]([CH2:17][CH2:18][CH3:19])[C:3]=1[C:20]([OH:22])=O.CN(C(ON1N=NC2C=CC=NC1=2)=[N+](C)C)C.F[P-](F)(F)(F)(F)F.CCN(C(C)C)C(C)C.[F:56][C:57]1[CH:58]=[C:59]([CH:62]=[CH:63][CH:64]=1)[CH2:60][NH2:61]. Product: [F:56][C:57]1[CH:58]=[C:59]([CH:62]=[CH:63][CH:64]=1)[CH2:60][NH:61][C:20]([C:3]1[N:4]([CH2:17][CH2:18][CH3:19])[C:5](=[O:16])[C:6]2[C:11]([C:2]=1[CH3:1])=[CH:10][CH:9]=[C:8]([C:12]([F:13])([F:15])[F:14])[CH:7]=2)=[O:22].